From a dataset of Buchwald-Hartwig C-N cross coupling reaction yields with 55,370 reactions. Predict the reaction yield, written as a fraction of the theoretical maximum amount of product (1.0 means a 100% yield; for example, 0.34 means a 34% yield). (1) The reactants are CCc1ccc(Br)cc1.Cc1ccc(N)cc1.O=S(=O)(O[Pd]1c2ccccc2-c2ccccc2N~1)C(F)(F)F.CC(C)c1cc(C(C)C)c(-c2ccccc2P(C(C)(C)C)C(C)(C)C)c(C(C)C)c1.CCN=P(N=P(N(C)C)(N(C)C)N(C)C)(N(C)C)N(C)C.Cc1ccno1. No catalyst specified. The product is CCc1ccc(Nc2ccc(C)cc2)cc1. The yield is 0.193. (2) The reactants are COc1ccc(I)cc1.Cc1ccc(N)cc1.O=S(=O)(O[Pd]1c2ccccc2-c2ccccc2N~1)C(F)(F)F.CC(C)c1cc(C(C)C)c(-c2ccccc2P(C(C)(C)C)C(C)(C)C)c(C(C)C)c1.CN1CCCN2CCCN=C12.Cc1cc(-c2ccccc2)on1. No catalyst specified. The product is COc1ccc(Nc2ccc(C)cc2)cc1. The yield is 0.444.